This data is from Forward reaction prediction with 1.9M reactions from USPTO patents (1976-2016). The task is: Predict the product of the given reaction. (1) Given the reactants [F:1][C:2]([F:56])([F:55])[C:3]1[CH:4]=[C:5]([C@H:13]2[O:17][C:16](=[O:18])[N:15]([CH2:19][C:20]3[C:25]([C:26]4[CH:27]=[C:28]([C:34]5[CH:46]=[CH:45][C:37]([C:38]([O:40]C(C)(C)C)=[O:39])=[CH:36][C:35]=5[CH3:47])[CH:29]=[N:30][C:31]=4[O:32][CH3:33])=[CH:24][N:23]=[C:22]([N:48]4[CH2:51][C:50]([F:53])([F:52])[CH2:49]4)[N:21]=3)[C@H:14]2[CH3:54])[CH:6]=[C:7]([C:9]([F:12])([F:11])[F:10])[CH:8]=1, predict the reaction product. The product is: [F:12][C:9]([F:10])([F:11])[C:7]1[CH:6]=[C:5]([C@H:13]2[O:17][C:16](=[O:18])[N:15]([CH2:19][C:20]3[C:25]([C:26]4[CH:27]=[C:28]([C:34]5[CH:46]=[CH:45][C:37]([C:38]([OH:40])=[O:39])=[CH:36][C:35]=5[CH3:47])[CH:29]=[N:30][C:31]=4[O:32][CH3:33])=[CH:24][N:23]=[C:22]([N:48]4[CH2:49][C:50]([F:52])([F:53])[CH2:51]4)[N:21]=3)[C@H:14]2[CH3:54])[CH:4]=[C:3]([C:2]([F:56])([F:55])[F:1])[CH:8]=1. (2) Given the reactants [CH3:1][O:2][C:3]1[CH:11]=[CH:10][CH:9]=[C:8](CCCCCCCCCCCCCCC)[C:4]=1[C:5](Cl)=[O:6].[NH2:27][C:28]1[CH:35]=[CH:34][C:31]([C:32]#[N:33])=[C:30]([C:36]([F:39])([F:38])[F:37])[CH:29]=1.C(N(CC)CC)C, predict the reaction product. The product is: [C:32]([C:31]1[CH:34]=[CH:35][C:28]([NH:27][C:5](=[O:6])[C:4]2[CH:8]=[CH:9][CH:10]=[CH:11][C:3]=2[O:2][CH3:1])=[CH:29][C:30]=1[C:36]([F:37])([F:38])[F:39])#[N:33]. (3) Given the reactants [N+:1]([C:4]1[CH:21]=[CH:20][C:7]([O:8][C:9]2[CH:10]=[C:11]3[C:16](=[CH:17][CH:18]=2)[N:15]=[CH:14][NH:13][C:12]3=[O:19])=[CH:6][CH:5]=1)([O-:3])=[O:2].C([O-])([O-])=O.[K+].[K+].I[CH2:29][CH2:30][CH2:31][NH:32][C:33](=[O:39])[O:34][C:35]([CH3:38])([CH3:37])[CH3:36], predict the reaction product. The product is: [N+:1]([C:4]1[CH:21]=[CH:20][C:7]([O:8][C:9]2[CH:10]=[C:11]3[C:16](=[CH:17][CH:18]=2)[N:15]=[CH:14][N:13]([CH2:29][CH2:30][CH2:31][NH:32][C:33](=[O:39])[O:34][C:35]([CH3:38])([CH3:37])[CH3:36])[C:12]3=[O:19])=[CH:6][CH:5]=1)([O-:3])=[O:2]. (4) Given the reactants Cl.Cl.[CH3:3][N:4]([CH2:6][C:7]1[CH:14]=[C:13]([NH:15][NH2:16])[CH:12]=[CH:11][C:8]=1[C:9]#[N:10])[CH3:5].C1(=O)C2C(=CC=CC=2)CCC1.[CH:28]1([CH:33]=[C:34]2[CH2:43][CH2:42][C:41]3[CH:40]=[C:39]([C:44]([O:46][CH3:47])=[O:45])[CH:38]=[CH:37][C:36]=3[C:35]2=O)[CH2:32][CH2:31][CH2:30][CH2:29]1, predict the reaction product. The product is: [C:9]([C:8]1[CH:11]=[CH:12][C:13]([N:15]2[CH:33]([CH:28]3[CH2:29][CH2:30][CH2:31][CH2:32]3)[CH:34]3[C:35]([C:36]4[CH:37]=[CH:38][C:39]([C:44]([O:46][CH3:47])=[O:45])=[CH:40][C:41]=4[CH2:42][CH2:43]3)=[N:16]2)=[CH:14][C:7]=1[CH2:6][N:4]([CH3:3])[CH3:5])#[N:10]. (5) Given the reactants C(=O)([O-])[O-].[K+].[K+].[OH:7][C@H:8]([C:44]1[C:52]2[S:51][C:50](=[O:53])[NH:49][C:48]=2[C:47]([OH:54])=[CH:46][CH:45]=1)[CH2:9][N:10]([CH2:18][CH2:19][CH2:20][CH2:21][CH2:22][CH2:23][CH2:24][CH2:25][CH2:26][N:27]1[CH2:43][CH2:42][C:30]2([O:35][CH2:34][CH2:33][N:32](C(=O)C(F)(F)F)[CH2:31]2)[CH2:29][CH2:28]1)[C:11](=[O:17])[O:12][C:13]([CH3:16])([CH3:15])[CH3:14], predict the reaction product. The product is: [O:35]1[C:30]2([CH2:29][CH2:28][N:27]([CH2:26][CH2:25][CH2:24][CH2:23][CH2:22][CH2:21][CH2:20][CH2:19][CH2:18][N:10]([CH2:9][C@H:8]([OH:7])[C:44]3[C:52]4[S:51][C:50](=[O:53])[NH:49][C:48]=4[C:47]([OH:54])=[CH:46][CH:45]=3)[C:11](=[O:17])[O:12][C:13]([CH3:16])([CH3:15])[CH3:14])[CH2:43][CH2:42]2)[CH2:31][NH:32][CH2:33][CH2:34]1. (6) Given the reactants F[C:2]1[C:7]([C:8]2[N:16]=[CH:15][N:14]=[C:13]3[C:9]=2[N:10]=[CH:11][N:12]3[CH:17]2[CH2:22][CH2:21][CH2:20][CH2:19][O:18]2)=[CH:6][CH:5]=[CH:4][N:3]=1.[NH2:23][C:24]1[C:25]([F:38])=[C:26]([NH:31][S:32]([CH2:35][CH2:36][CH3:37])(=[O:34])=[O:33])[CH:27]=[CH:28][C:29]=1[F:30].C[Si]([N-][Si](C)(C)C)(C)C.[Na+], predict the reaction product. The product is: [F:38][C:25]1[C:24]([NH:23][C:2]2[C:7]([C:8]3[N:16]=[CH:15][N:14]=[C:13]4[C:9]=3[N:10]=[CH:11][N:12]4[CH:17]3[CH2:22][CH2:21][CH2:20][CH2:19][O:18]3)=[CH:6][CH:5]=[CH:4][N:3]=2)=[C:29]([F:30])[CH:28]=[CH:27][C:26]=1[NH:31][S:32]([CH2:35][CH2:36][CH3:37])(=[O:34])=[O:33].